From a dataset of Full USPTO retrosynthesis dataset with 1.9M reactions from patents (1976-2016). Predict the reactants needed to synthesize the given product. (1) Given the product [OH:52][CH2:49][C:50]([N:28]1[CH2:29][CH2:30][C:25]2([CH2:24][C:23]3[C:33](=[N:34][CH:35]=[C:21](/[CH:20]=[CH:19]/[C:18](=[O:17])[N:37]4[CH2:42][CH2:41][C:40]([CH2:43][C:44]5[S:45][CH:46]=[CH:47][N:48]=5)=[CH:39][CH2:38]4)[CH:22]=3)[NH:32][C:31]2=[O:36])[CH2:26][CH2:27]1)=[O:51], predict the reactants needed to synthesize it. The reactants are: CCN(C(C)C)C(C)C.FC(F)(F)C(O)=O.[O:17]=[C:18]([N:37]1[CH2:42][CH2:41][C:40]([CH2:43][C:44]2[S:45][CH:46]=[CH:47][N:48]=2)=[CH:39][CH2:38]1)/[CH:19]=[CH:20]/[C:21]1[CH:22]=[C:23]2[C:33](=[N:34][CH:35]=1)[NH:32][C:31](=[O:36])[C:25]1([CH2:30][CH2:29][NH:28][CH2:27][CH2:26]1)[CH2:24]2.[C:49](O)(=[O:52])[CH2:50][OH:51].C1C=CC2N(O)N=NC=2C=1.CCN=C=NCCCN(C)C.Cl. (2) Given the product [CH2:1]([S:2]([C:5]1[CH:6]=[CH:7][C:8]([N:14]2[CH2:18][CH2:17][CH2:16][CH2:15]2)=[C:9]([CH:13]=1)[C:10]([OH:12])=[O:11])(=[O:4])=[O:3])[CH2:20][CH3:21], predict the reactants needed to synthesize it. The reactants are: [CH3:1][S:2]([C:5]1[CH:6]=[CH:7][C:8]([N:14]2[CH2:18][CH2:17][CH2:16][CH2:15]2)=[C:9]([CH:13]=1)[C:10]([OH:12])=[O:11])(=[O:4])=[O:3].Cl[C:20]1C=CC(S(C(C)C)(=O)=O)=C[C:21]=1C(O)=O.N1CCCC1. (3) Given the product [CH:27]([O:1][C:2]1[CH:7]=[CH:6][C:5]([CH2:8][CH2:9][C:10]([O:12][CH2:13][CH3:14])=[O:11])=[C:4]([O:15][C:16]2[CH:21]=[CH:20][C:19]([C:22]([F:25])([F:23])[F:24])=[CH:18][N:17]=2)[CH:3]=1)([CH3:29])[CH3:28], predict the reactants needed to synthesize it. The reactants are: [OH:1][C:2]1[CH:7]=[CH:6][C:5]([CH2:8][CH2:9][C:10]([O:12][CH2:13][CH3:14])=[O:11])=[C:4]([O:15][C:16]2[CH:21]=[CH:20][C:19]([C:22]([F:25])([F:24])[F:23])=[CH:18][N:17]=2)[CH:3]=1.I[CH:27]([CH3:29])[CH3:28].C(=O)([O-])[O-].[K+].[K+].O. (4) Given the product [Br:1][C:2]1[CH:3]=[C:4]([CH3:23])[C:5]([O:14][CH2:13][C:12]([NH2:11])=[O:15])=[C:6]([C:8]#[N:9])[CH:7]=1, predict the reactants needed to synthesize it. The reactants are: [Br:1][C:2]1[CH:3]=[C:4]([CH3:23])[C:5]2[O:14][C:13]3[C:12](=[O:15])[NH:11]C(CN4CC[C@H](O)C4)=[N:9][C:8]=3[C:6]=2[CH:7]=1.BrC1C=C(C)C(O)=C(C=1)C#N.ClC1C=CC2OC3C(=O)NC(CN4CC[C@H](O)C4)=NC=3C=2C=1. (5) The reactants are: [C:1]([O:5][C:6]([C:8]1[C:12]([CH3:13])=[C:11]([C:14](=[O:24])[NH:15][CH2:16][CH2:17][CH2:18][CH2:19][CH2:20][CH2:21][CH2:22][CH3:23])[S:10][C:9]=1[NH:25][C:26]([NH:28][CH2:29][CH2:30][CH2:31][CH2:32][CH2:33][CH2:34][CH2:35][CH3:36])=[O:27])=[O:7])([CH3:4])([CH3:3])[CH3:2].[CH2:37](N)[CH2:38][CH2:39][CH2:40][CH2:37][CH2:38][CH2:39][CH3:40]. Given the product [C:1]([O:5][C:6]([C:8]1[C:12]([CH3:13])=[C:11]([C:14](=[O:24])[NH:15][CH2:16][CH2:17][CH2:18][CH2:19][CH2:20][CH2:21][CH2:22][CH3:23])[S:10][C:9]=1[NH:25][C:26]([NH:28][CH2:29][CH2:30][CH2:31][CH2:32][CH2:33][CH2:34][CH2:35][CH2:36][CH2:37][CH2:38][CH2:39][CH3:40])=[O:27])=[O:7])([CH3:4])([CH3:3])[CH3:2], predict the reactants needed to synthesize it.